This data is from Catalyst prediction with 721,799 reactions and 888 catalyst types from USPTO. The task is: Predict which catalyst facilitates the given reaction. (1) The catalyst class is: 44. Reactant: Cl[C:2]1[N:3]=[C:4]([N:18]2[CH2:23][CH2:22][O:21][CH2:20][CH2:19]2)[C:5]2[N:11]=[C:10]([C:12]([O:14][CH3:15])=[O:13])[CH:9]=[C:8]([S:16][CH3:17])[C:6]=2[N:7]=1.[NH:24]1[CH:28]=[CH:27][N:26]=[CH:25]1.C(=O)([O-])[O-].[K+].[K+].[NH4+].[Cl-]. Product: [N:24]1([C:2]2[N:3]=[C:4]([N:18]3[CH2:23][CH2:22][O:21][CH2:20][CH2:19]3)[C:5]3[N:11]=[C:10]([C:12]([O:14][CH3:15])=[O:13])[CH:9]=[C:8]([S:16][CH3:17])[C:6]=3[N:7]=2)[CH:28]=[CH:27][N:26]=[CH:25]1. (2) Reactant: [C:1]([C:3]1[C:4]([C:15]2[CH:37]=[CH:36][C:18]([C:19]([NH:21][C:22]3[CH:27]=[CH:26][CH:25]=[CH:24][C:23]=3[NH:28]C(=O)OC(C)(C)C)=[O:20])=[CH:17][CH:16]=2)=[N:5][CH:6]=[C:7]([CH2:9][O:10][CH2:11][CH2:12][NH:13][CH3:14])[CH:8]=1)#[N:2].Cl. Product: [NH2:28][C:23]1[CH:24]=[CH:25][CH:26]=[CH:27][C:22]=1[NH:21][C:19](=[O:20])[C:18]1[CH:36]=[CH:37][C:15]([C:4]2[C:3]([C:1]#[N:2])=[CH:8][C:7]([CH2:9][O:10][CH2:11][CH2:12][NH:13][CH3:14])=[CH:6][N:5]=2)=[CH:16][CH:17]=1. The catalyst class is: 12. (3) Reactant: [NH2:1][C:2]1[C:3]([F:22])=[C:4]([C:18]([F:21])=[CH:19][CH:20]=1)[C:5]([C:7]1[C:15]2[C:10](=[N:11][CH:12]=[C:13]([C:16]#[N:17])[CH:14]=2)[NH:9][CH:8]=1)=[O:6].[F:23][C:24]1[CH:29]=[CH:28][C:27]([F:30])=[CH:26][C:25]=1[S:31](Cl)(=[O:33])=[O:32].Cl. Product: [C:16]([C:13]1[CH:14]=[C:15]2[C:7]([C:5]([C:4]3[C:3]([F:22])=[C:2]([NH:1][S:31]([C:25]4[CH:26]=[C:27]([F:30])[CH:28]=[CH:29][C:24]=4[F:23])(=[O:33])=[O:32])[CH:20]=[CH:19][C:18]=3[F:21])=[O:6])=[CH:8][NH:9][C:10]2=[N:11][CH:12]=1)#[N:17]. The catalyst class is: 860. (4) Reactant: C([Li])CCC.[Br:6][C:7]1[CH:12]=[CH:11][CH:10]=[C:9]([Br:13])[C:8]=1[C:14]1[C:19](Br)=[CH:18][CH:17]=[CH:16][C:15]=1[Br:21].CO.O. Product: [Br:6][C:7]1[CH:12]=[CH:11][CH:10]=[C:9]([Br:13])[C:8]=1[C:14]1[CH:19]=[CH:18][CH:17]=[CH:16][C:15]=1[Br:21]. The catalyst class is: 7.